Dataset: NCI-60 drug combinations with 297,098 pairs across 59 cell lines. Task: Regression. Given two drug SMILES strings and cell line genomic features, predict the synergy score measuring deviation from expected non-interaction effect. (1) Drug 1: CC1=C(C=C(C=C1)C(=O)NC2=CC(=CC(=C2)C(F)(F)F)N3C=C(N=C3)C)NC4=NC=CC(=N4)C5=CN=CC=C5. Drug 2: CCCCCOC(=O)NC1=NC(=O)N(C=C1F)C2C(C(C(O2)C)O)O. Cell line: HL-60(TB). Synergy scores: CSS=-12.6, Synergy_ZIP=6.24, Synergy_Bliss=-0.339, Synergy_Loewe=-12.4, Synergy_HSA=-12.9. (2) Drug 1: C1CCC(CC1)NC(=O)N(CCCl)N=O. Drug 2: CC1=CC=C(C=C1)C2=CC(=NN2C3=CC=C(C=C3)S(=O)(=O)N)C(F)(F)F. Cell line: SNB-19. Synergy scores: CSS=31.7, Synergy_ZIP=-9.99, Synergy_Bliss=-5.49, Synergy_Loewe=-4.42, Synergy_HSA=-4.79. (3) Drug 2: COCCOC1=C(C=C2C(=C1)C(=NC=N2)NC3=CC=CC(=C3)C#C)OCCOC.Cl. Drug 1: CC1C(C(CC(O1)OC2CC(CC3=C2C(=C4C(=C3O)C(=O)C5=C(C4=O)C(=CC=C5)OC)O)(C(=O)CO)O)N)O.Cl. Synergy scores: CSS=13.4, Synergy_ZIP=-2.89, Synergy_Bliss=5.85, Synergy_Loewe=-0.269, Synergy_HSA=4.05. Cell line: RPMI-8226. (4) Drug 1: CS(=O)(=O)C1=CC(=C(C=C1)C(=O)NC2=CC(=C(C=C2)Cl)C3=CC=CC=N3)Cl. Drug 2: CC12CCC3C(C1CCC2OP(=O)(O)O)CCC4=C3C=CC(=C4)OC(=O)N(CCCl)CCCl.[Na+]. Cell line: MDA-MB-231. Synergy scores: CSS=7.45, Synergy_ZIP=-1.51, Synergy_Bliss=-0.285, Synergy_Loewe=-2.79, Synergy_HSA=-1.04.